This data is from Catalyst prediction with 721,799 reactions and 888 catalyst types from USPTO. The task is: Predict which catalyst facilitates the given reaction. Reactant: Br[C:2]1[CH:7]=[CH:6][CH:5]=[C:4]([Cl:8])[C:3]=1[Cl:9].[Mg].II.C(OC([N:20](C(OC(C)(C)C)=O)[C@H:21]([CH2:32][CH2:33]/[CH:34]=[CH:35]/[N+:36]([O-])=O)[C:22](OCC1C=CC=CC=1)=[O:23])=O)(C)(C)C. Product: [NH2:20][C@@H:21]1[CH2:32][CH2:33][CH:34]([C:2]2[CH:7]=[CH:6][CH:5]=[C:4]([Cl:8])[C:3]=2[Cl:9])[CH2:35][NH:36][C:22]1=[O:23]. The catalyst class is: 27.